This data is from Catalyst prediction with 721,799 reactions and 888 catalyst types from USPTO. The task is: Predict which catalyst facilitates the given reaction. (1) Reactant: [CH3:1][C:2]1[C:3](=O)[NH:4][C:5]([NH:9][CH2:10][C:11]2[CH:16]=[CH:15][CH:14]=[CH:13][N:12]=2)=[N:6][C:7]=1[CH3:8].O(Cl)[Cl:19].[P+5]. Product: [Cl:19][C:3]1[C:2]([CH3:1])=[C:7]([CH3:8])[N:6]=[C:5]([NH:9][CH2:10][C:11]2[CH:16]=[CH:15][CH:14]=[CH:13][N:12]=2)[N:4]=1. The catalyst class is: 9. (2) Reactant: C(OC(=O)[NH:7][C:8]1[CH:13]=[C:12]([C:14]#[N:15])[CH:11]=[C:10]([N:16]2[CH2:21][CH2:20][N:19]([CH:22]3[CH2:25][O:24][CH2:23]3)[CH:18]([C:26]([N:28]3[CH2:33][CH2:32][O:31][CH2:30][CH2:29]3)=[O:27])[CH2:17]2)[C:9]=1[Cl:34])(C)(C)C.C(O)(C(F)(F)F)=O. Product: [NH2:7][C:8]1[CH:13]=[C:12]([CH:11]=[C:10]([N:16]2[CH2:21][CH2:20][N:19]([CH:22]3[CH2:25][O:24][CH2:23]3)[CH:18]([C:26]([N:28]3[CH2:33][CH2:32][O:31][CH2:30][CH2:29]3)=[O:27])[CH2:17]2)[C:9]=1[Cl:34])[C:14]#[N:15]. The catalyst class is: 2.